Task: Predict the reactants needed to synthesize the given product.. Dataset: Full USPTO retrosynthesis dataset with 1.9M reactions from patents (1976-2016) (1) Given the product [OH:39][C:36]1[CH2:24][CH2:23][CH2:35][C:31](=[O:34])[C:32]=1[C:12]([C:4]1[C:3](=[O:22])[N:2]([CH3:1])[C:11]2[C:6]([CH:5]=1)=[CH:7][CH:8]=[CH:9][N:10]=2)=[O:14], predict the reactants needed to synthesize it. The reactants are: [CH3:1][N:2]1[C:11]2[C:6](=[CH:7][CH:8]=[CH:9][N:10]=2)[CH:5]=[C:4]([C:12]([O:14]C2CCCC(=O)C=2)=O)[C:3]1=[O:22].[CH2:23](N(CC)CC)[CH3:24].C[C:31]([CH3:35])([OH:34])[C:32]#N.[C:36](=[O:39])([O-])O.[Na+]. (2) Given the product [OH:4][C:5]1[CH:17]=[CH:16][C:8]([O:9][CH2:10][C:11]([O:13][CH2:14][CH3:15])=[O:12])=[C:7]([CH3:18])[CH:6]=1, predict the reactants needed to synthesize it. The reactants are: C([O:4][C:5]1[CH:17]=[CH:16][C:8]([O:9][CH2:10][C:11]([O:13][CH2:14][CH3:15])=[O:12])=[C:7]([CH3:18])[CH:6]=1)(=O)C.C[O-].[Na+]. (3) Given the product [Br:3][C:4]1[N:5]=[C:6]([O:12][CH3:13])[C:7]([NH:11][S:22]([C:16]2[CH:17]=[CH:18][CH:19]=[C:20]([Cl:21])[C:15]=2[Cl:14])(=[O:24])=[O:23])=[N:8][C:9]=1[CH3:10], predict the reactants needed to synthesize it. The reactants are: [H-].[Na+].[Br:3][C:4]1[N:5]=[C:6]([O:12][CH3:13])[C:7]([NH2:11])=[N:8][C:9]=1[CH3:10].[Cl:14][C:15]1[C:20]([Cl:21])=[CH:19][CH:18]=[CH:17][C:16]=1[S:22](Cl)(=[O:24])=[O:23].ClCCl.C(O)(=O)C. (4) Given the product [F:1][C:2]1[CH:30]=[CH:29][C:5]([CH2:6][C:7]2[NH:8][C:9]([C:22]3[CH:27]=[CH:26][CH:25]=[C:24]([CH3:28])[N:23]=3)=[C:10]([C:12]3[CH:13]=[C:14]4[C:19](=[CH:20][CH:21]=3)[N:18]=[CH:17][CH:16]=[N:15]4)[N:11]=2)=[CH:4][C:3]=1[NH2:31], predict the reactants needed to synthesize it. The reactants are: [F:1][C:2]1[CH:30]=[CH:29][C:5]([CH2:6][C:7]2[NH:8][C:9]([C:22]3[CH:27]=[CH:26][CH:25]=[C:24]([CH3:28])[N:23]=3)=[C:10]([C:12]3[CH:13]=[C:14]4[C:19](=[CH:20][CH:21]=3)[N:18]=[CH:17][CH:16]=[N:15]4)[N:11]=2)=[CH:4][C:3]=1[N+:31]([O-])=O.O.NN. (5) The reactants are: C(OC([N:8]1[CH:13]([CH3:14])[CH2:12][N:11]([CH2:15][C:16]2[CH:21]=[CH:20][CH:19]=[C:18]([C:22]3[CH:27]=[CH:26][N:25]=[C:24](Cl)[N:23]=3)[CH:17]=2)[CH2:10][CH:9]1[CH3:29])=O)(C)(C)C.[NH2:30][CH2:31][CH2:32][C:33]1[CH:38]=[CH:37][C:36]([OH:39])=[CH:35][CH:34]=1. Given the product [CH3:29][CH:9]1[NH:8][CH:13]([CH3:14])[CH2:12][N:11]([CH2:15][C:16]2[CH:17]=[C:18]([C:22]3[CH:27]=[CH:26][N:25]=[C:24]([NH:30][CH2:31][CH2:32][C:33]4[CH:38]=[CH:37][C:36]([OH:39])=[CH:35][CH:34]=4)[N:23]=3)[CH:19]=[CH:20][CH:21]=2)[CH2:10]1, predict the reactants needed to synthesize it. (6) Given the product [CH3:42][NH:43][C:44]([O:1][CH2:2][C:3]1[CH:4]=[C:5]([C:9]2[CH2:15][C@H:14]3[N:11]([C:12](=[O:26])[C@@H:13]3[C@H:16]([O:18][Si:19]([CH2:20][CH3:21])([CH2:24][CH3:25])[CH2:22][CH3:23])[CH3:17])[C:10]=2[C:27]([O:29][CH2:30][CH:31]=[CH2:32])=[O:28])[CH:6]=[CH:7][CH:8]=1)=[O:45], predict the reactants needed to synthesize it. The reactants are: [OH:1][CH2:2][C:3]1[CH:4]=[C:5]([C:9]2[CH2:15][C@H:14]3[N:11]([C:12](=[O:26])[C@@H:13]3[C@H:16]([O:18][Si:19]([CH2:24][CH3:25])([CH2:22][CH3:23])[CH2:20][CH3:21])[CH3:17])[C:10]=2[C:27]([O:29][CH2:30][CH:31]=[CH2:32])=[O:28])[CH:6]=[CH:7][CH:8]=1.C(N(CC)C(C)C)(C)C.[CH3:42][N:43]=[C:44]=[O:45].